Dataset: hERG Central: cardiac toxicity at 1µM, 10µM, and general inhibition. Task: Predict hERG channel inhibition at various concentrations. The molecule is COc1ccc(N(CC(=O)N2CCN(C)CC2)S(=O)(=O)c2cc(C)ccc2OC)cc1Cl. Results: hERG_inhib (hERG inhibition (general)): blocker.